This data is from Full USPTO retrosynthesis dataset with 1.9M reactions from patents (1976-2016). The task is: Predict the reactants needed to synthesize the given product. (1) Given the product [Cl:23][C:24]1[CH:29]=[C:28]([CH2:30][CH2:31][C:32]2([CH:40]3[CH2:41][CH2:42][CH2:43][CH2:44]3)[CH2:37][C:36]([OH:38])=[C:35]([CH2:11][C:9]3[N:10]=[C:5]4[N:4]=[CH:3][C:2]([Cl:1])=[CH:7][N:6]4[N:8]=3)[C:34](=[O:39])[O:33]2)[CH:27]=[CH:26][C:25]=1[C:45]([CH3:49])([CH3:48])[C:46]#[N:47], predict the reactants needed to synthesize it. The reactants are: [Cl:1][C:2]1[CH:3]=[N:4][C:5]2[N:6]([N:8]=[C:9]([CH:11]=O)[N:10]=2)[CH:7]=1.C(C1NC(C=O)=C(C)N=1)C.[Cl:23][C:24]1[CH:29]=[C:28]([CH2:30][CH2:31][C:32]2([CH:40]3[CH2:44][CH2:43][CH2:42][CH2:41]3)[CH2:37][C:36](=[O:38])[CH2:35][C:34](=[O:39])[O:33]2)[CH:27]=[CH:26][C:25]=1[C:45]([CH3:49])([CH3:48])[C:46]#[N:47].C1(C2(CCC3C=CC(C(C)(C)C#N)=C(F)C=3)CC(O)=CC(=O)O2)CCCC1. (2) Given the product [CH2:1]([O:3][C:4](=[O:13])[C:5]1[CH:10]=[CH:9][N:8]=[C:7]([CH3:14])[C:6]=1[Cl:12])[CH3:2], predict the reactants needed to synthesize it. The reactants are: [CH2:1]([O:3][C:4](=[O:13])[C:5]1[CH:10]=[CH:9][N:8]=[C:7](Cl)[C:6]=1[Cl:12])[CH3:2].[C:14]([O-])([O-])=O.[K+].[K+].CB1OB(C)OB(C)O1.O.